From a dataset of Forward reaction prediction with 1.9M reactions from USPTO patents (1976-2016). Predict the product of the given reaction. Given the reactants [C:1]([C:8]([O:10][CH2:11][CH3:12])=[O:9])#[C:2][C:3]([O:5][CH2:6][CH3:7])=[O:4].[CH:13]#[C:14][CH2:15][CH2:16][CH2:17][C:18]#[CH:19].Cl, predict the reaction product. The product is: [CH2:17]1[C:18]2[C:14](=[CH:13][C:1]([C:8]([O:10][CH2:11][CH3:12])=[O:9])=[C:2]([C:3]([O:5][CH2:6][CH3:7])=[O:4])[CH:19]=2)[CH2:15][CH2:16]1.